This data is from Catalyst prediction with 721,799 reactions and 888 catalyst types from USPTO. The task is: Predict which catalyst facilitates the given reaction. (1) Product: [Cl:33][C:34]1[CH:39]=[C:38]([F:40])[CH:37]=[CH:36][C:35]=1[CH2:41][S:26][C:17]1[N:18]([C:19]2[CH:20]=[CH:21][C:22]([F:25])=[CH:23][CH:24]=2)[C:14]([C:11]([C:5]2[CH:6]=[CH:7][C:8]([O:9][CH3:10])=[C:3]([O:2][CH3:1])[CH:4]=2)([CH3:13])[CH3:12])=[CH:15][N:16]=1. The catalyst class is: 21. Reactant: [CH3:1][O:2][C:3]1[CH:4]=[C:5]([C:11]([C:14]2[N:18]([C:19]3[CH:24]=[CH:23][C:22]([F:25])=[CH:21][CH:20]=3)[C:17](=[S:26])[NH:16][CH:15]=2)([CH3:13])[CH3:12])[CH:6]=[CH:7][C:8]=1[O:9][CH3:10].C([O-])([O-])=O.[K+].[K+].[Cl:33][C:34]1[CH:39]=[C:38]([F:40])[CH:37]=[CH:36][C:35]=1[CH2:41]Cl. (2) Reactant: [CH3:1][O:2][C:3]1[CH:4]=[C:5]([CH:28]=[CH:29][CH:30]=1)/[CH:6]=[CH:7]/[C:8]1[CH:9]=[C:10]([CH2:14][CH2:15][CH2:16][N:17]2C(=O)C3C(=CC=CC=3)C2=O)[CH:11]=[CH:12][CH:13]=1. Product: [CH3:1][O:2][C:3]1[CH:4]=[C:5]([CH:28]=[CH:29][CH:30]=1)/[CH:6]=[CH:7]/[C:8]1[CH:9]=[C:10]([CH2:14][CH2:15][CH2:16][NH2:17])[CH:11]=[CH:12][CH:13]=1. The catalyst class is: 5.